Predict the reaction yield, written as a fraction of the theoretical maximum amount of product (1.0 means a 100% yield; for example, 0.34 means a 34% yield). From a dataset of Reaction yield outcomes from USPTO patents with 853,638 reactions. (1) The reactants are [CH3:1][C:2]1([CH3:14])[C@@H:4]([C:5]2[CH:10]=[CH:9][CH:8]=[CH:7][CH:6]=2)[C@@H:3]1[C:11]([OH:13])=O.[NH2:15][C:16]1[S:17][C:18]([CH3:21])=[CH:19][N:20]=1. No catalyst specified. The product is [CH3:14][C:2]1([CH3:1])[C@@H:4]([C:5]2[CH:6]=[CH:7][CH:8]=[CH:9][CH:10]=2)[C@@H:3]1[C:11]([NH:15][C:16]1[S:17][C:18]([CH3:21])=[CH:19][N:20]=1)=[O:13]. The yield is 0.610. (2) The reactants are [CH3:1][C:2]1[CH:10]=[CH:9][CH:8]=[C:4]([C:5]([OH:7])=O)[C:3]=1[OH:11].[C:12](=O)([O-])[O-].[K+].[K+].COS([O:23][CH3:24])(=O)=O. The catalyst is CC(C)=O. The product is [CH3:12][O:11][C:3]1[C:2]([CH3:1])=[CH:10][CH:9]=[CH:8][C:4]=1[C:5]([O:23][CH3:24])=[O:7]. The yield is 0.910. (3) The reactants are [OH:1][C:2]1[CH:10]=[CH:9][C:5]([C:6]([NH2:8])=[O:7])=[CH:4][CH:3]=1.O[CH:12]1[CH2:17][CH2:16][N:15]([C:18]([O:20][C:21]([CH3:24])([CH3:23])[CH3:22])=[O:19])[CH2:14][CH2:13]1.C1(P(C2C=CC=CC=2)C2C=CC=CC=2)C=CC=CC=1.N(C(OCC)=O)=NC([O-])=O. The product is [NH2:8][C:6]([C:5]1[CH:9]=[CH:10][C:2]([O:1][CH:12]2[CH2:17][CH2:16][N:15]([C:18]([O:20][C:21]([CH3:24])([CH3:23])[CH3:22])=[O:19])[CH2:14][CH2:13]2)=[CH:3][CH:4]=1)=[O:7]. The yield is 0.210. The catalyst is O1CCCC1. (4) The reactants are [N+:1]([C:4]1[CH:16]=[CH:15][C:7]([O:8][CH:9]2[CH2:14][CH2:13][NH:12][CH2:11][CH2:10]2)=[CH:6][CH:5]=1)([O-:3])=[O:2].[C:17]1(=O)[CH2:21][CH2:20][CH2:19][CH2:18]1. The catalyst is CO.[Cl-].[Zn+2].[Cl-].C([BH3-])#N.[Na+]. The product is [CH:17]1([N:12]2[CH2:11][CH2:10][CH:9]([O:8][C:7]3[CH:15]=[CH:16][C:4]([N+:1]([O-:3])=[O:2])=[CH:5][CH:6]=3)[CH2:14][CH2:13]2)[CH2:21][CH2:20][CH2:19][CH2:18]1. The yield is 0.960.